This data is from Reaction yield outcomes from USPTO patents with 853,638 reactions. The task is: Predict the reaction yield, written as a fraction of the theoretical maximum amount of product (1.0 means a 100% yield; for example, 0.34 means a 34% yield). The reactants are [Cl:1][C:2]1[CH:7]=[CH:6][CH:5]=[C:4]([Cl:8])[C:3]=1[CH2:9][CH2:10][C:11]1[C:15]([CH2:16][O:17][C:18]2[CH:23]=[CH:22][C:21]([C:24]3[CH:33]=[C:32]4[C:27]([CH:28]=[CH:29][C:30]([C:34]([O:36]C)=[O:35])=[CH:31]4)=[CH:26][CH:25]=3)=[CH:20][CH:19]=2)=[C:14]([CH:38]([CH3:40])[CH3:39])[O:13][N:12]=1.CO.[OH-].[Na+]. The catalyst is O1CCCC1. The product is [Cl:1][C:2]1[CH:7]=[CH:6][CH:5]=[C:4]([Cl:8])[C:3]=1[CH2:9][CH2:10][C:11]1[C:15]([CH2:16][O:17][C:18]2[CH:23]=[CH:22][C:21]([C:24]3[CH:33]=[C:32]4[C:27]([CH:28]=[CH:29][C:30]([C:34]([OH:36])=[O:35])=[CH:31]4)=[CH:26][CH:25]=3)=[CH:20][CH:19]=2)=[C:14]([CH:38]([CH3:40])[CH3:39])[O:13][N:12]=1. The yield is 0.760.